Dataset: Forward reaction prediction with 1.9M reactions from USPTO patents (1976-2016). Task: Predict the product of the given reaction. (1) Given the reactants [F:1][C:2]([F:11])([F:10])[CH:3]1[CH2:8][CH2:7][CH:6]([OH:9])[CH2:5][CH2:4]1.O[C:13]1[CH:14]=[C:15]2[C:20](=[CH:21][CH:22]=1)[CH:19]=[C:18]([C@:23]1([CH3:29])[CH2:27][O:26][C:25](=[O:28])[NH:24]1)[CH:17]=[CH:16]2.C1(P(C2C=CC=CC=2)C2C=CC=CC=2)C=CC=CC=1.N(C(OC(C)C)=O)=NC(OC(C)C)=O, predict the reaction product. The product is: [CH3:29][C@@:23]1([C:18]2[CH:17]=[CH:16][C:15]3[C:20](=[CH:21][CH:22]=[C:13]([O:9][CH:6]4[CH2:5][CH2:4][CH:3]([C:2]([F:10])([F:11])[F:1])[CH2:8][CH2:7]4)[CH:14]=3)[CH:19]=2)[CH2:27][O:26][C:25](=[O:28])[NH:24]1. (2) Given the reactants C([Li])CCC.CC1(C)CCCC(C)(C)N1.[O:16]1[CH:20]=[N:19][N:18]=[C:17]1[C:21]1[CH:22]=[N:23][CH:24]=[CH:25][CH:26]=1.[CH3:27][C:28]([CH3:32])([CH3:31])[CH:29]=[O:30], predict the reaction product. The product is: [CH3:27][C:28]([CH3:32])([CH3:31])[CH:29]([C:20]1[O:16][C:17]([C:21]2[CH:22]=[N:23][CH:24]=[CH:25][CH:26]=2)=[N:18][N:19]=1)[OH:30]. (3) Given the reactants [F:1][C:2]1[CH:3]=[C:4]([CH:8]=[CH:9][C:10]=1[C:11]1[C:19]2[C:14](=[CH:15][CH:16]=[C:17]([C:20]3[O:21][C:22]([NH:25][CH:26]([CH3:28])[CH3:27])=[N:23][N:24]=3)[CH:18]=2)[N:13]([S:29]([C:32]2[CH:38]=[CH:37][C:35]([CH3:36])=[CH:34][CH:33]=2)(=[O:31])=[O:30])[CH:12]=1)[C:5](O)=[O:6].CC[N:41]=C=NCCCN(C)C.Cl.C1C=CC2N(O)N=NC=2C=1.N, predict the reaction product. The product is: [F:1][C:2]1[CH:3]=[C:4]([CH:8]=[CH:9][C:10]=1[C:11]1[C:19]2[C:14](=[CH:15][CH:16]=[C:17]([C:20]3[O:21][C:22]([NH:25][CH:26]([CH3:27])[CH3:28])=[N:23][N:24]=3)[CH:18]=2)[N:13]([S:29]([C:32]2[CH:33]=[CH:34][C:35]([CH3:36])=[CH:37][CH:38]=2)(=[O:30])=[O:31])[CH:12]=1)[C:5]([NH2:41])=[O:6]. (4) Given the reactants Cl[C:2]1[CH:3]=[CH:4][C:5]([N+:9]([O-:11])=[O:10])=[C:6]([CH:8]=1)[NH2:7].[NH:12]1[CH2:17][CH2:16][O:15][CH2:14][CH2:13]1.C(N(CC)CC)C, predict the reaction product. The product is: [O:15]1[CH2:16][CH2:17][N:12]([C:2]2[CH:3]=[CH:4][C:5]([N+:9]([O-:11])=[O:10])=[C:6]([CH:8]=2)[NH2:7])[CH2:13][CH2:14]1. (5) Given the reactants [CH:1]([O:4][CH:5]([CH2:11][C:12]1[CH:17]=[CH:16][CH:15]=[C:14]([CH2:18][O:19][C:20]([NH:22][C:23]2[CH:28]=[CH:27][C:26]([C:29]([F:32])([F:31])[F:30])=[CH:25][CH:24]=2)=[O:21])[CH:13]=1)[C:6]([O:8]CC)=[O:7])([CH3:3])[CH3:2].C(O)C.[OH-].[Na+].Cl, predict the reaction product. The product is: [CH:1]([O:4][CH:5]([CH2:11][C:12]1[CH:17]=[CH:16][CH:15]=[C:14]([CH2:18][O:19][C:20]([NH:22][C:23]2[CH:24]=[CH:25][C:26]([C:29]([F:30])([F:31])[F:32])=[CH:27][CH:28]=2)=[O:21])[CH:13]=1)[C:6]([OH:8])=[O:7])([CH3:3])[CH3:2].